From a dataset of Forward reaction prediction with 1.9M reactions from USPTO patents (1976-2016). Predict the product of the given reaction. The product is: [C:1]1(=[O:13])[CH2:6][CH2:5][CH2:4][CH2:3][CH2:2]1.[C:1]1([OH:13])[CH:6]=[CH:5][CH:4]=[CH:3][CH:2]=1.[CH3:7][CH:12]1[CH2:8][CH2:9][CH2:10][C:11]1=[O:13]. Given the reactants [CH:1]1([C:7]2[CH:12]=[CH:11][CH:10]=[CH:9][CH:8]=2)[CH2:6][CH2:5][CH2:4][CH2:3][CH2:2]1.[OH2:13], predict the reaction product.